Dataset: Full USPTO retrosynthesis dataset with 1.9M reactions from patents (1976-2016). Task: Predict the reactants needed to synthesize the given product. (1) Given the product [Br:15][C:10]1[N:9]=[C:8]([CH:11]2[CH2:14][CH2:13][CH2:12]2)[N:4]2[CH:5]=[CH:6][N:7]=[C:2]([Cl:1])[C:3]=12, predict the reactants needed to synthesize it. The reactants are: [Cl:1][C:2]1[C:3]2[N:4]([C:8]([CH:11]3[CH2:14][CH2:13][CH2:12]3)=[N:9][CH:10]=2)[CH:5]=[CH:6][N:7]=1.[Br:15]Br. (2) Given the product [CH2:1]1[CH2:8][CH2:7][CH2:6][N:5]([CH2:9][CH2:10][NH:11][C:12]([NH2:14])=[NH:13])[CH2:4][CH2:3][CH2:2]1.[OH:46][S:44]([OH:47])(=[O:45])=[O:43], predict the reactants needed to synthesize it. The reactants are: [CH2:1]1[CH2:8][CH2:7][CH2:6][N:5]([CH2:9][CH2:10][NH:11][C:12]([NH2:14])=[NH:13])[CH2:4][CH2:3][CH2:2]1.C1CCCN(CCN=C(N)N)CCC1.C1CCCN(CCN=C(N)N)CCC1.[OH:43][S:44]([OH:47])(=[O:46])=[O:45].